Dataset: Forward reaction prediction with 1.9M reactions from USPTO patents (1976-2016). Task: Predict the product of the given reaction. (1) Given the reactants C(Cl)(Cl)Cl.[CH3:5][O:6][C:7]1[CH:8]=[C:9]([CH:16]=[CH:17][C:18]=1[O:19][CH3:20])[O:10][CH2:11][C:12](=[N:14][OH:15])[NH2:13].[C:21]([O:25][C:26]([N:28]1[CH2:32][CH2:31][CH2:30][C@H:29]1[C:33](O)=O)=[O:27])([CH3:24])([CH3:23])[CH3:22].CCN=C=NCCCN(C)C.Cl, predict the reaction product. The product is: [CH3:5][O:6][C:7]1[CH:8]=[C:9]([CH:16]=[CH:17][C:18]=1[O:19][CH3:20])[O:10][CH2:11][C:12]1[N:13]=[C:33]([C@@H:29]2[CH2:30][CH2:31][CH2:32][N:28]2[C:26]([O:25][C:21]([CH3:22])([CH3:24])[CH3:23])=[O:27])[O:15][N:14]=1. (2) The product is: [Cl:5][CH2:6][C:7]1[CH:12]=[CH:11][N:10]=[C:9]([NH:13][C:3]([NH:2][CH3:1])=[O:4])[CH:8]=1. Given the reactants [CH3:1][N:2]=[C:3]=[O:4].[Cl:5][CH2:6][C:7]1[CH:12]=[CH:11][N:10]=[C:9]([NH2:13])[CH:8]=1, predict the reaction product. (3) Given the reactants [NH2:1][C:2]1[CH:6]=[C:5]([Br:7])[S:4][C:3]=1[C:8]([NH2:10])=[O:9].C(N(CC)CC)C.[O:18]1[CH2:22][CH2:21][CH2:20][CH:19]1[C:23](Cl)=O, predict the reaction product. The product is: [Br:7][C:5]1[S:4][C:3]2[C:8](=[O:9])[NH:10][C:23]([CH:19]3[CH2:20][CH2:21][CH2:22][O:18]3)=[N:1][C:2]=2[CH:6]=1. (4) Given the reactants [NH2:1][C:2]1[CH:7]=[C:6]([Cl:8])[CH:5]=[CH:4][N:3]=1.C1C(=O)N([I:16])C(=O)C1, predict the reaction product. The product is: [Cl:8][C:6]1[C:5]([I:16])=[CH:4][N:3]=[C:2]([NH2:1])[CH:7]=1. (5) The product is: [Cl-:22].[Cl-:22].[N:3]1[C:12]2[C:7](=[CH:8][CH:9]=[CH:10][C:11]=2[CH:13]2[C:21]3[C:16](=[CH:17][CH:18]=[CH:19][CH:20]=3)[CH:15]=[C:14]2[Cr+2:23])[CH:6]=[CH:5][CH:4]=1. Given the reactants [H-].[K+].[N:3]1[C:12]2[C:7](=[CH:8][CH:9]=[CH:10][C:11]=2[CH:13]2[C:21]3[C:16](=[CH:17][CH:18]=[CH:19][CH:20]=3)[CH:15]=[CH:14]2)[CH:6]=[CH:5][CH:4]=1.[Cl-:22].[Cr+3:23].[Cl-].[Cl-], predict the reaction product. (6) Given the reactants Br[CH2:2][C:3]([NH:5][C:6]1[S:10][C:9]2[CH2:11][CH2:12][CH2:13][CH2:14][C:8]=2[C:7]=1[C:15]([NH:17][CH2:18][CH2:19][OH:20])=[O:16])=[O:4].C(=O)([O-])[O-].[K+].[K+].[F:27][C:28]([F:37])([F:36])[C:29]1[C:33]([CH:34]=[O:35])=[CH:32][NH:31][N:30]=1.Cl, predict the reaction product. The product is: [CH:34]([C:33]1[C:29]([C:28]([F:37])([F:27])[F:36])=[N:30][N:31]([CH2:2][C:3]([NH:5][C:6]2[S:10][C:9]3[CH2:11][CH2:12][CH2:13][CH2:14][C:8]=3[C:7]=2[C:15]([NH:17][CH2:18][CH2:19][OH:20])=[O:16])=[O:4])[CH:32]=1)=[O:35]. (7) Given the reactants [CH2:1]1[C:3]2([CH2:8][N:7]([C:9]3[N:10]=[C:11]([CH2:19][C:20]([NH2:22])=[O:21])[C:12]4[C:17]([CH:18]=3)=[CH:16][CH:15]=[CH:14][CH:13]=4)[CH2:6][CH2:5][NH:4]2)[CH2:2]1.C[O:24][C:25](=O)[C:26]([C:28]1[C:36]2[C:31](=[C:32]([CH3:37])[CH:33]=[CH:34][CH:35]=2)[NH:30][CH:29]=1)=O.C1COCC1, predict the reaction product. The product is: [CH2:2]1[C:3]2([CH2:8][N:7]([C:9]3[N:10]=[C:11]([C:19]4[C:20](=[O:21])[NH:22][C:25](=[O:24])[C:26]=4[C:28]4[C:36]5[C:31](=[C:32]([CH3:37])[CH:33]=[CH:34][CH:35]=5)[NH:30][CH:29]=4)[C:12]4[C:17]([CH:18]=3)=[CH:16][CH:15]=[CH:14][CH:13]=4)[CH2:6][CH2:5][NH:4]2)[CH2:1]1.